Task: Predict the reaction yield, written as a fraction of the theoretical maximum amount of product (1.0 means a 100% yield; for example, 0.34 means a 34% yield).. Dataset: Reaction yield outcomes from USPTO patents with 853,638 reactions (1) The yield is 0.750. The catalyst is C(O)(=O)C. The reactants are [C:1]([C:4]1[O:5][C:6]2[C:12]([O:13][CH3:14])=[CH:11][CH:10]=[CH:9][C:7]=2[CH:8]=1)(=[O:3])[CH3:2].C([O-])(=O)C.[Na+].[Br:20]Br. The product is [C:1]([C:4]1[O:5][C:6]2[C:12]([O:13][CH3:14])=[CH:11][CH:10]=[C:9]([Br:20])[C:7]=2[CH:8]=1)(=[O:3])[CH3:2]. (2) The reactants are Cl[C:2]1[N:7]2[N:8]=[C:9]([CH3:11])[CH:10]=[C:6]2[N:5]=[C:4]([NH:12][C:13]([C@@H:15]2[CH2:17][C@H:16]2[C:18]2[CH:23]=[CH:22][CH:21]=[CH:20][CH:19]=2)=[O:14])[CH:3]=1.Cl.[NH:25]1[CH2:30][CH2:29][CH:28]([NH:31][C:32]([NH2:34])=[O:33])[CH2:27][CH2:26]1. The catalyst is CN1C(=O)CCC1.CS(C)=O.CO. The product is [CH3:11][C:9]1[CH:10]=[C:6]2[N:5]=[C:4]([NH:12][C:13]([C@@H:15]3[CH2:17][C@H:16]3[C:18]3[CH:23]=[CH:22][CH:21]=[CH:20][CH:19]=3)=[O:14])[CH:3]=[C:2]([N:25]3[CH2:30][CH2:29][CH:28]([NH:31][C:32]([NH2:34])=[O:33])[CH2:27][CH2:26]3)[N:7]2[N:8]=1. The yield is 0.590. (3) The reactants are [CH3:1][CH:2]1[NH:7][CH:6]([CH3:8])[CH2:5][N:4]([C:9](=O)[C@@H:10]([C:22]2([OH:28])[CH2:27][CH2:26][CH2:25][CH2:24][CH2:23]2)[C:11]2[CH:16]=[CH:15][CH:14]=[C:13]([O:17][C:18]([F:21])([F:20])[F:19])[CH:12]=2)[CH2:3]1.B.C1COCC1.Cl. The catalyst is C1COCC1. The product is [CH3:1][C@H:2]1[NH:7][C@@H:6]([CH3:8])[CH2:5][N:4]([CH2:9][C@@H:10]([C:22]2([OH:28])[CH2:23][CH2:24][CH2:25][CH2:26][CH2:27]2)[C:11]2[CH:16]=[CH:15][CH:14]=[C:13]([O:17][C:18]([F:21])([F:20])[F:19])[CH:12]=2)[CH2:3]1. The yield is 0.610. (4) The reactants are C([O-])C.[Na+].[O:5]=[C:6]([C:17]1[CH:22]=[CH:21][C:20]([CH3:23])=[CH:19][CH:18]=1)[CH2:7][N:8]1[CH2:13][CH2:12][CH2:11][CH2:10][C:9]1=[N:14][C:15]#[N:16]. The catalyst is C(O)C. The product is [NH2:16][C:15]1[N:14]=[C:9]2[CH2:10][CH2:11][CH2:12][CH2:13][N:8]2[C:7]=1[C:6]([C:17]1[CH:18]=[CH:19][C:20]([CH3:23])=[CH:21][CH:22]=1)=[O:5]. The yield is 0.680. (5) The reactants are [CH:1]([O:4][C:5](=[O:34])[C:6]1[C:11]([C:12]([F:15])([F:14])[F:13])=[CH:10][CH:9]=[CH:8][C:7]=1[CH:16]=[CH:17][C:18]([N:20]1[C@H:24]2[CH2:25][C@@H:26]3[C:29]([CH3:31])([CH3:30])[C@@:23]2([CH2:28][CH2:27]3)[CH2:22][S:21]1(=[O:33])=[O:32])=[O:19])([CH3:3])[CH3:2].C(N)C1C=CC=CC=1.FC(F)(F)C(O)=O.CO[CH2:52][N:53]([CH2:59][C:60]1[CH:65]=[CH:64][CH:63]=[CH:62][CH:61]=1)[CH2:54][Si](C)(C)C. The catalyst is C(Cl)Cl.CCOC(C)=O. The product is [CH:1]([O:4][C:5](=[O:34])[C:6]1[C:11]([C:12]([F:13])([F:15])[F:14])=[CH:10][CH:9]=[CH:8][C:7]=1[CH:16]1[CH:17]([C:18]([N:20]2[CH:24]3[CH2:25][CH:26]4[C:29]([CH3:30])([CH3:31])[C:23]3([CH2:28][CH2:27]4)[CH2:22][S:21]2(=[O:32])=[O:33])=[O:19])[CH2:54][N:53]([CH2:59][C:60]2[CH:65]=[CH:64][CH:63]=[CH:62][CH:61]=2)[CH2:52]1)([CH3:3])[CH3:2]. The yield is 0.890.